Dataset: Reaction yield outcomes from USPTO patents with 853,638 reactions. Task: Predict the reaction yield, written as a fraction of the theoretical maximum amount of product (1.0 means a 100% yield; for example, 0.34 means a 34% yield). (1) The reactants are [CH2:1]([O:3][C:4](=[O:32])[CH2:5][NH:6][CH2:7][C:8]1[CH:13]=[CH:12][CH:11]=[C:10]([O:14][CH2:15][C:16]2[N:17]=[C:18]([C:22]3[CH:27]=[CH:26][C:25]([C:28]([F:31])([F:30])[F:29])=[CH:24][CH:23]=3)[O:19][C:20]=2[CH3:21])[CH:9]=1)[CH3:2].[CH2:33]([N:35]([CH2:40][CH3:41])[S:36](Cl)(=[O:38])=[O:37])[CH3:34].C(N(CC)CC)C. No catalyst specified. The product is [CH2:1]([O:3][C:4](=[O:32])[CH2:5][N:6]([S:36]([N:35]([CH2:40][CH3:41])[CH2:33][CH3:34])(=[O:38])=[O:37])[CH2:7][C:8]1[CH:13]=[CH:12][CH:11]=[C:10]([O:14][CH2:15][C:16]2[N:17]=[C:18]([C:22]3[CH:23]=[CH:24][C:25]([C:28]([F:31])([F:30])[F:29])=[CH:26][CH:27]=3)[O:19][C:20]=2[CH3:21])[CH:9]=1)[CH3:2]. The yield is 0.810. (2) The reactants are [Br:1][C:2]1[CH:7]=[CH:6][C:5]([NH:8][C:9]([N:11]2[CH2:16][CH2:15][N:14]([C:17]3[C:26]4[C:21](=[CH:22][C:23]([O:29][CH3:30])=[C:24]([O:27][CH3:28])[CH:25]=4)[N:20]=[CH:19][N:18]=3)[CH2:13][CH2:12]2)=[O:10])=[CH:4][CH:3]=1.[H-].[Na+].[CH3:33]I.[Cl-].[Na+]. The catalyst is CN(C)C=O.O. The product is [Br:1][C:2]1[CH:7]=[CH:6][C:5]([N:8]([CH3:33])[C:9]([N:11]2[CH2:12][CH2:13][N:14]([C:17]3[C:26]4[C:21](=[CH:22][C:23]([O:29][CH3:30])=[C:24]([O:27][CH3:28])[CH:25]=4)[N:20]=[CH:19][N:18]=3)[CH2:15][CH2:16]2)=[O:10])=[CH:4][CH:3]=1. The yield is 0.810. (3) The reactants are [Cl:1][C:2]1[CH:7]=[C:6]([Cl:8])[CH:5]=[CH:4][C:3]=1[C:9]1[N:10]=[C:11](/[CH:16]=[CH:17]/[C:18]2[CH:23]=[CH:22][C:21]([C:24]3[CH:29]=[CH:28][C:27]([OH:30])=[CH:26][CH:25]=3)=[CH:20][CH:19]=2)[N:12]([CH2:14][CH3:15])[CH:13]=1.Br[CH2:32][C:33]1[CH:38]=[CH:37][C:36]([C:39]#[N:40])=[CH:35][CH:34]=1.[NH:41]1C=N[N:43]=[N:42]1. No catalyst specified. The product is [Cl:1][C:2]1[CH:7]=[C:6]([Cl:8])[CH:5]=[CH:4][C:3]=1[C:9]1[N:10]=[C:11](/[CH:16]=[CH:17]/[C:18]2[CH:23]=[CH:22][C:21]([C:24]3[CH:25]=[CH:26][C:27]([O:30][CH2:32][C:33]4[CH:38]=[CH:37][C:36]([C:39]5[NH:40][N:43]=[N:42][N:41]=5)=[CH:35][CH:34]=4)=[CH:28][CH:29]=3)=[CH:20][CH:19]=2)[N:12]([CH2:14][CH3:15])[CH:13]=1. The yield is 0.370. (4) The reactants are [O:1]=[C:2]1[C:7]([CH2:8][C:9]2[CH:14]=[CH:13][C:12]([C:15]3[C:16]([C:21]#[N:22])=[CH:17][CH:18]=[CH:19][CH:20]=3)=[CH:11][CH:10]=2)=[C:6]([CH2:23][CH2:24][CH3:25])[N:5]2[N:26]=[CH:27][N:28]=[C:4]2[N:3]1[CH:29]1[CH2:34][CH2:33][C:32](=[O:35])[CH2:31][CH2:30]1.[CH2:36]=[C:37]([CH2:40]O)[CH2:38][OH:39].CC1C=CC(S(O)(=O)=O)=CC=1. The catalyst is C1(C)C=CC=CC=1. The product is [CH2:36]=[C:37]1[CH2:38][O:39][C:32]2([CH2:31][CH2:30][CH:29]([N:3]3[C:2](=[O:1])[C:7]([CH2:8][C:9]4[CH:10]=[CH:11][C:12]([C:15]5[C:16]([C:21]#[N:22])=[CH:17][CH:18]=[CH:19][CH:20]=5)=[CH:13][CH:14]=4)=[C:6]([CH2:23][CH2:24][CH3:25])[N:5]4[N:26]=[CH:27][N:28]=[C:4]34)[CH2:34][CH2:33]2)[O:35][CH2:40]1. The yield is 0.640. (5) The reactants are [H-].[Na+].[CH:3]1([S:6]([NH2:9])(=[O:8])=[O:7])[CH2:5][CH2:4]1.[CH3:10][CH:11]1[O:16][CH:15]([CH3:17])[CH2:14][N:13]([C:18]2[CH:19]=[C:20]([CH:24]3[C:33]([CH3:35])([CH3:34])[CH2:32][C:31]4[C:26](=[CH:27][CH:28]=[C:29]([C:36](O)=[O:37])[CH:30]=4)[NH:25]3)[CH:21]=[CH:22][CH:23]=2)[CH2:12]1.C(N1C=CN=C1)(N1C=CN=C1)=O. The catalyst is CN(C)C=O. The product is [CH3:10][CH:11]1[O:16][CH:15]([CH3:17])[CH2:14][N:13]([C:18]2[CH:19]=[C:20]([CH:24]3[C:33]([CH3:35])([CH3:34])[CH2:32][C:31]4[C:26](=[CH:27][CH:28]=[C:29]([C:36]([NH:9][S:6]([CH:3]5[CH2:5][CH2:4]5)(=[O:8])=[O:7])=[O:37])[CH:30]=4)[NH:25]3)[CH:21]=[CH:22][CH:23]=2)[CH2:12]1. The yield is 0.300. (6) The reactants are [Si:1]([O:8][C@H:9]([CH3:37])[C@@H:10]([NH:26][C:27]1[CH:32]=[CH:31][C:30]([C:33]#[N:34])=[C:29]([Cl:35])[C:28]=1[CH3:36])[C:11]([NH:13][NH:14][C:15](=[O:25])[C:16]1[CH:21]=[CH:20][C:19]([N+:22]([O-:24])=[O:23])=[CH:18][CH:17]=1)=O)([C:4]([CH3:7])([CH3:6])[CH3:5])([CH3:3])[CH3:2].C1C=CC(P(C2C=CC=CC=2)C2C=CC=CC=2)=CC=1.II.CCN(CC)CC. The catalyst is C(Cl)Cl. The product is [Si:1]([O:8][C@H:9]([CH3:37])[C@@H:10]([NH:26][C:27]1[CH:32]=[CH:31][C:30]([C:33]#[N:34])=[C:29]([Cl:35])[C:28]=1[CH3:36])[C:11]1[O:25][C:15]([C:16]2[CH:17]=[CH:18][C:19]([N+:22]([O-:24])=[O:23])=[CH:20][CH:21]=2)=[N:14][N:13]=1)([C:4]([CH3:7])([CH3:5])[CH3:6])([CH3:3])[CH3:2]. The yield is 0.670. (7) The reactants are [S:1]1[C:5]([CH:6]=O)=[CH:4][C:3]2[CH:8]=[CH:9][CH:10]=[CH:11][C:2]1=2.[C:12](Br)(Br)([Br:14])[Br:13].C1(P(C2C=CC=CC=2)C2C=CC=CC=2)C=CC=CC=1. The catalyst is C(Cl)Cl. The product is [Br:13][C:12]([Br:14])=[CH:6][C:5]1[S:1][C:2]2[CH:11]=[CH:10][CH:9]=[CH:8][C:3]=2[CH:4]=1. The yield is 0.670.